From a dataset of Forward reaction prediction with 1.9M reactions from USPTO patents (1976-2016). Predict the product of the given reaction. Given the reactants ClC1C=CC=C(C(OO)=[O:9])C=1.[Br:12][C:13]1[CH:14]=[C:15]2[C:20](=[CH:21][CH:22]=1)[N:19]=[C:18]([S:23][CH3:24])[NH:17][C:16]2=[O:25], predict the reaction product. The product is: [Br:12][C:13]1[CH:14]=[C:15]2[C:20](=[CH:21][CH:22]=1)[N:19]=[C:18]([S:23]([CH3:24])=[O:9])[NH:17][C:16]2=[O:25].